Dataset: Peptide-MHC class I binding affinity with 185,985 pairs from IEDB/IMGT. Task: Regression. Given a peptide amino acid sequence and an MHC pseudo amino acid sequence, predict their binding affinity value. This is MHC class I binding data. (1) The peptide sequence is NHCTYAGPF. The MHC is H-2-Kb with pseudo-sequence H-2-Kb. The binding affinity (normalized) is 0. (2) The peptide sequence is YADSVKGRFTI. The MHC is Mamu-A11 with pseudo-sequence Mamu-A11. The binding affinity (normalized) is 0.227.